Task: Predict the reactants needed to synthesize the given product.. Dataset: Full USPTO retrosynthesis dataset with 1.9M reactions from patents (1976-2016) (1) Given the product [C:1]([O:5][C:6]([N:8]1[CH2:12][C@H:11]([F:13])[C@@H:10]([O:14][CH3:15])[C@H:9]1[C:16](=[O:18])[NH:46][C@@H:44]1[CH2:45][C@H:43]1[C:37]1[CH:42]=[CH:41][CH:40]=[CH:39][CH:38]=1)=[O:7])([CH3:2])([CH3:3])[CH3:4], predict the reactants needed to synthesize it. The reactants are: [C:1]([O:5][C:6]([N:8]1[CH2:12][C@H:11]([F:13])[C@@H:10]([O:14][CH3:15])[C@H:9]1[C:16]([OH:18])=O)=[O:7])([CH3:4])([CH3:3])[CH3:2].C(OC(N1C[C@@H](OC)[C@H](F)[C@H]1C(O)=O)=O)(C)(C)C.[C:37]1([C@@H:43]2[CH2:45][C@H:44]2[NH2:46])[CH:42]=[CH:41][CH:40]=[CH:39][CH:38]=1.CN(C(ON1N=NC2C=CC=NC1=2)=[N+](C)C)C.F[P-](F)(F)(F)(F)F.CCN(C(C)C)C(C)C. (2) Given the product [Cl:14][C:15]1[CH:20]=[CH:19][CH:18]=[C:17]([Cl:21])[C:16]=1[NH:22][C:11]1[NH:10][C:7]2[CH:8]=[CH:9][C:4]([C:3]([OH:2])=[O:13])=[CH:5][C:6]=2[N:12]=1, predict the reactants needed to synthesize it. The reactants are: C[O:2][C:3](=[O:13])[C:4]1[CH:9]=[CH:8][C:7]([NH:10][CH3:11])=[C:6]([NH2:12])[CH:5]=1.[Cl:14][C:15]1[CH:20]=[CH:19][CH:18]=[C:17]([Cl:21])[C:16]=1[N:22]=C=S.C1CCC(N=C=NC2CCCCC2)CC1.[OH-].[Na+]. (3) Given the product [F:16][C:15]1[C:2]([C:30]#[C:29][C:28]([OH:38])([CH3:39])[CH2:27][F:26])=[CH:3][C:4]2[C:5]3[N:9]([CH:10]4[CH2:17][CH:12]([C:13]=2[CH:14]=1)[CH2:11]4)[CH:8]=[C:7]([C:18]([NH2:20])=[O:19])[N:6]=3, predict the reactants needed to synthesize it. The reactants are: Br[C:2]1[CH:3]=[C:4]2[C:13](=[CH:14][C:15]=1[F:16])[CH:12]1[CH2:17][CH:10]([CH2:11]1)[N:9]1[C:5]2=[N:6][C:7]([C:18]([NH2:20])=[O:19])=[CH:8]1.C([O-])(=O)C.[Na+].[F:26][CH2:27][C:28]([CH3:39])([OH:38])[C:29]#[C:30][Si](CC)(CC)CC.